Dataset: Reaction yield outcomes from USPTO patents with 853,638 reactions. Task: Predict the reaction yield, written as a fraction of the theoretical maximum amount of product (1.0 means a 100% yield; for example, 0.34 means a 34% yield). (1) The reactants are [F:1][C:2]([F:13])([C:6]1[N:11]=[CH:10][C:9]([F:12])=[CH:8][N:7]=1)[C:3]([O-:5])=[O:4].[Na+].Cl. The catalyst is CCOC(C)=O. The product is [F:13][C:2]([F:1])([C:6]1[N:11]=[CH:10][C:9]([F:12])=[CH:8][N:7]=1)[C:3]([OH:5])=[O:4]. The yield is 0.780. (2) The reactants are [C:1]1([N:7]2[CH:11]=[C:10]([C:12]([OH:14])=O)[C:9]([C:15]([F:18])([F:17])[F:16])=[N:8]2)[CH:6]=[CH:5][CH:4]=[CH:3][CH:2]=1.CCN=C=NCCCN(C)C.[NH2:30][CH2:31][CH2:32][C:33]([O:35]C)=[O:34].C1C=CC2N(O)N=NC=2C=1.C(N(C(C)C)C(C)C)C. The catalyst is ClCCl.C([O-])(O)=O.[Na+]. The product is [C:1]1([N:7]2[CH:11]=[C:10]([C:12]([NH:30][CH2:31][CH2:32][C:33]([OH:35])=[O:34])=[O:14])[C:9]([C:15]([F:18])([F:17])[F:16])=[N:8]2)[CH:2]=[CH:3][CH:4]=[CH:5][CH:6]=1. The yield is 0.910. (3) The reactants are C([O:3][C:4]([C:6]1[CH:7]=[C:8]2[C:12](=[CH:13][C:14]=1[NH:15][C:16]([C:18]1[C:27](=[O:28])[C:26]3[C:21](=[CH:22][CH:23]=[CH:24][CH:25]=3)[NH:20][CH:19]=1)=[O:17])[NH:11][CH:10]=[CH:9]2)=[O:5])C.[OH-].[Na+]. The catalyst is C1COCC1. The product is [O:28]=[C:27]1[C:26]2[C:21](=[CH:22][CH:23]=[CH:24][CH:25]=2)[NH:20][CH:19]=[C:18]1[C:16]([NH:15][C:14]1[CH:13]=[C:12]2[C:8]([CH:9]=[CH:10][NH:11]2)=[CH:7][C:6]=1[C:4]([OH:5])=[O:3])=[O:17]. The yield is 0.930. (4) The reactants are [CH:1]([N:4]1[C:8]([C:9]2[N:18]=[C:17]3[N:11]([CH2:12][CH2:13][O:14][C:15]4[CH:22]=[C:21]([OH:23])[CH:20]=[CH:19][C:16]=43)[CH:10]=2)=[N:7][CH:6]=[N:5]1)([CH3:3])[CH3:2].Br[CH2:25][C:26]([NH2:28])=[O:27].C(=O)([O-])[O-].[Cs+].[Cs+]. The catalyst is CN(C=O)C.O. The product is [CH:1]([N:4]1[C:8]([C:9]2[N:18]=[C:17]3[C:16]4[CH:19]=[CH:20][C:21]([O:23][CH2:25][C:26]([NH2:28])=[O:27])=[CH:22][C:15]=4[O:14][CH2:13][CH2:12][N:11]3[CH:10]=2)=[N:7][CH:6]=[N:5]1)([CH3:3])[CH3:2]. The yield is 0.640. (5) The reactants are [C:1]([NH:4][NH:5][C:6](=[O:37])[C:7]1[CH:12]=[CH:11][C:10]([O:13][C:14]2[CH:19]=[C:18]([C:20]3[NH:21][C:22]([C:25]4[S:26][CH:27]=[CH:28][N:29]=4)=[CH:23][CH:24]=3)[CH:17]=[C:16]([O:30][C@@H:31]([CH3:35])[CH2:32][O:33][CH3:34])[CH:15]=2)=[C:9]([F:36])[CH:8]=1)(=O)[CH3:2].C(N(CC)CC)C. The catalyst is C(#N)C. The product is [F:36][C:9]1[CH:8]=[C:7]([C:6]2[O:37][C:1]([CH3:2])=[N:4][N:5]=2)[CH:12]=[CH:11][C:10]=1[O:13][C:14]1[CH:19]=[C:18]([C:20]2[NH:21][C:22]([C:25]3[S:26][CH:27]=[CH:28][N:29]=3)=[CH:23][CH:24]=2)[CH:17]=[C:16]([O:30][C@@H:31]([CH3:35])[CH2:32][O:33][CH3:34])[CH:15]=1. The yield is 0.600.